This data is from Full USPTO retrosynthesis dataset with 1.9M reactions from patents (1976-2016). The task is: Predict the reactants needed to synthesize the given product. (1) Given the product [OH:1][C:2]1[CH:7]=[CH:6][C:5]([C:8]2[CH:9]=[C:10]([C:26]([OH:28])=[O:27])[C:11]3[CH:16]=[N:15][NH:14][C:12]=3[N:13]=2)=[CH:4][CH:3]=1, predict the reactants needed to synthesize it. The reactants are: [OH:1][C:2]1[CH:7]=[CH:6][C:5]([C:8]2[CH:9]=[C:10]([C:26]([OH:28])=[O:27])[C:11]3[CH:16]=[N:15][N:14](CC4C=CC(OC)=CC=4)[C:12]=3[N:13]=2)=[CH:4][CH:3]=1.O. (2) Given the product [O:44]1[C:45]2[CH:51]=[CH:50][CH:49]=[CH:48][C:46]=2[N:47]=[C:43]1[C:2]1[N:3]=[C:4]2[C:10]3[CH:11]=[CH:12][CH:13]=[CH:14][C:9]=3[NH:8][C:7]3[N:15]=[CH:16][CH:17]=[CH:18][C:6]=3[N:5]2[C:19]=1[C:20]1[CH:25]=[CH:24][C:23]([C:26]2([NH:30][C:31](=[O:37])[O:32][C:33]([CH3:36])([CH3:35])[CH3:34])[CH2:29][CH2:28][CH2:27]2)=[CH:22][CH:21]=1, predict the reactants needed to synthesize it. The reactants are: Br[C:2]1[N:3]=[C:4]2[C:10]3[CH:11]=[CH:12][CH:13]=[CH:14][C:9]=3[NH:8][C:7]3[N:15]=[CH:16][CH:17]=[CH:18][C:6]=3[N:5]2[C:19]=1[C:20]1[CH:25]=[CH:24][C:23]([C:26]2([NH:30][C:31](=[O:37])[O:32][C:33]([CH3:36])([CH3:35])[CH3:34])[CH2:29][CH2:28][CH2:27]2)=[CH:22][CH:21]=1.C([Sn](CCCC)(CCCC)[C:43]1[O:44][C:45]2[CH:51]=[CH:50][CH:49]=[CH:48][C:46]=2[N:47]=1)CCC.[F-].[Cs+]. (3) Given the product [Br:9][C:10]1[CH:11]=[CH:12][C:13]([C:14]([OH:16])=[O:15])=[C:8]([CH2:6][CH3:7])[CH:18]=1, predict the reactants needed to synthesize it. The reactants are: [Li+].CC([N-][CH:6]([CH3:8])[CH3:7])C.[Br:9][C:10]1[CH:18]=C[C:13]([C:14]([OH:16])=[O:15])=[C:12](C)[CH:11]=1.CI. (4) Given the product [C:20]([C:2]1[CH:7]=[CH:6][C:5]([NH:8][C:9](=[O:14])[C:10]([CH3:13])([CH3:12])[CH3:11])=[C:4]([CH3:15])[C:3]=1[C:16]([F:19])([F:18])[F:17])#[N:21], predict the reactants needed to synthesize it. The reactants are: Cl[C:2]1[CH:7]=[CH:6][C:5]([NH:8][C:9](=[O:14])[C:10]([CH3:13])([CH3:12])[CH3:11])=[C:4]([CH3:15])[C:3]=1[C:16]([F:19])([F:18])[F:17].[C:20]([Cu])#[N:21]. (5) Given the product [ClH:52].[C:23]1([C:20]2[CH:19]=[C:18]([C:16]3[N:17]=[C:13]([N:5]([CH2:4][CH2:3][CH2:2][N:29]4[CH2:34][CH2:33][CH2:32][CH2:31][C@H:30]4[C:35]([NH2:37])=[O:36])[C:6]([C:8]4[S:9][CH:10]=[CH:11][CH:12]=4)=[O:7])[S:14][CH:15]=3)[O:22][N:21]=2)[CH:24]=[CH:25][CH:26]=[CH:27][CH:28]=1, predict the reactants needed to synthesize it. The reactants are: O=[CH:2][CH2:3][CH2:4][N:5]([C:13]1[S:14][CH:15]=[C:16]([C:18]2[O:22][N:21]=[C:20]([C:23]3[CH:28]=[CH:27][CH:26]=[CH:25][CH:24]=3)[CH:19]=2)[N:17]=1)[C:6]([C:8]1[S:9][CH:10]=[CH:11][CH:12]=1)=[O:7].[NH:29]1[CH2:34][CH2:33][CH2:32][CH2:31][C@H:30]1[C:35]([NH2:37])=[O:36].C(O[BH-](OC(=O)C)OC(=O)C)(=O)C.[Na+].[ClH:52]. (6) Given the product [C:30]1([C@@H:28]2[O:27][N:26]=[C:25]([C:23]3[N:19]=[C:18]([CH:15]4[CH2:14][CH2:13][N:12]([C:10]5([NH:9][CH:36]=[O:39])[CH:31]=[C:30]([CH3:35])[CH:28]=[CH:29][CH:25]5[CH3:23])[CH2:17][CH2:16]4)[S:20][CH:22]=3)[CH2:29]2)[CH:35]=[CH:34][CH:33]=[CH:32][CH:31]=1, predict the reactants needed to synthesize it. The reactants are: CC1C=CC(C)=CC=1[NH:9][C:10]([N:12]1[CH2:17][CH2:16][CH:15]([C:18](=[S:20])[NH2:19])[CH2:14][CH2:13]1)=O.Br[CH2:22][C:23]([C:25]1[CH2:29][C@H:28]([C:30]2[CH:35]=[CH:34][CH:33]=[CH:32][CH:31]=2)[O:27][N:26]=1)=O.[C:36](=[O:39])(O)[O-].[Na+]. (7) Given the product [C:1]1([C:18]2[CH:19]=[CH:20][C:21]3[NH:27][C:26](=[O:28])[CH:25]([NH:29][C:30](=[O:36])[O:31][C:32]([CH3:33])([CH3:35])[CH3:34])[CH2:24][CH2:23][C:22]=3[CH:37]=2)[CH:6]=[CH:5][CH:4]=[CH:3][CH:2]=1, predict the reactants needed to synthesize it. The reactants are: [C:1]1(B(O)O)[CH:6]=[CH:5][CH:4]=[CH:3][CH:2]=1.C(=O)([O-])[O-].[Cs+].[Cs+].O.Br[C:18]1[CH:19]=[CH:20][C:21]2[NH:27][C:26](=[O:28])[CH:25]([NH:29][C:30](=[O:36])[O:31][C:32]([CH3:35])([CH3:34])[CH3:33])[CH2:24][CH2:23][C:22]=2[CH:37]=1.